From a dataset of Full USPTO retrosynthesis dataset with 1.9M reactions from patents (1976-2016). Predict the reactants needed to synthesize the given product. (1) Given the product [C:1]([O:5][C:6]([N:8]1[CH2:13][C@H:12]([O:14][CH2:15][C:16]2[CH:25]=[C:24]([O:26][CH3:27])[C:23]3[C:18](=[CH:19][CH:20]=[CH:21][CH:22]=3)[CH:17]=2)[C@@H:11]([C:28]2[CH:29]=[CH:30][C:31]([O:34][CH2:35][CH2:36][CH2:37][O:38][CH2:39][C:40]3[CH:45]=[CH:44][CH:43]=[CH:42][C:41]=3[O:46][CH3:47])=[CH:32][CH:33]=2)[C@H:10]([CH2:48][N:62]2[CH:66]=[CH:65][N:64]=[CH:63]2)[CH2:9]1)=[O:7])([CH3:3])([CH3:4])[CH3:2], predict the reactants needed to synthesize it. The reactants are: [C:1]([O:5][C:6]([N:8]1[CH2:13][C@H:12]([O:14][CH2:15][C:16]2[CH:25]=[C:24]([O:26][CH3:27])[C:23]3[C:18](=[CH:19][CH:20]=[CH:21][CH:22]=3)[CH:17]=2)[C@@H:11]([C:28]2[CH:33]=[CH:32][C:31]([O:34][CH2:35][CH2:36][CH2:37][O:38][CH2:39][C:40]3[CH:45]=[CH:44][CH:43]=[CH:42][C:41]=3[O:46][CH3:47])=[CH:30][CH:29]=2)[C@H:10]([CH2:48]O)[CH2:9]1)=[O:7])([CH3:4])([CH3:3])[CH3:2].C(N(CC)CC)C.CS(Cl)(=O)=O.[NH:62]1[CH:66]=[CH:65][N:64]=[CH:63]1.[H-].[Na+]. (2) Given the product [CH2:9]([C:2]1[S:6][C:5]([CH:7]=[O:8])=[CH:4][CH:3]=1)[CH2:10][CH2:11][CH2:12][CH3:13], predict the reactants needed to synthesize it. The reactants are: Br[C:2]1[S:6][C:5]([CH:7]=[O:8])=[CH:4][CH:3]=1.[CH2:9](B(O)O)[CH2:10][CH2:11][CH2:12][CH3:13]. (3) Given the product [C@H:15]1([NH:14][C:11]2[O:12][CH2:13][C:8]3[CH:7]=[C:6]([NH:5][C:3](=[O:4])[CH2:2][NH:33][CH2:29][CH2:28][O:27][CH3:26])[CH:25]=[CH:24][C:9]=3[N:10]=2)[C:23]2[C:18](=[CH:19][CH:20]=[CH:21][CH:22]=2)[CH2:17][CH2:16]1, predict the reactants needed to synthesize it. The reactants are: Cl[CH2:2][C:3]([NH:5][C:6]1[CH:25]=[CH:24][C:9]2[N:10]=[C:11]([NH:14][C@H:15]3[C:23]4[C:18](=[CH:19][CH:20]=[CH:21][CH:22]=4)[CH2:17][CH2:16]3)[O:12][CH2:13][C:8]=2[CH:7]=1)=[O:4].[CH3:26][O:27][CH:28](N)[CH3:29].C(#[N:33])C. (4) The reactants are: I[C:2]1[C:3]2[O:10][C:9]([CH2:11][OH:12])=[CH:8][C:4]=2[CH:5]=[N:6][CH:7]=1.[CH2:13]([O:15][C:16]([C:18]1[CH:19]=[C:20](B(O)O)[CH:21]=[CH:22][CH:23]=1)=[O:17])[CH3:14].P([O-])([O-])([O-])=O.[K+].[K+].[K+].C1(P(C2CCCCC2)C2C=CC=CC=2C2C(C(C)C)=CC(C(C)C)=CC=2C(C)C)CCCCC1. Given the product [OH:12][CH2:11][C:9]1[O:10][C:3]2[C:2]([C:22]3[CH:23]=[C:18]([CH:19]=[CH:20][CH:21]=3)[C:16]([O:15][CH2:13][CH3:14])=[O:17])=[CH:7][N:6]=[CH:5][C:4]=2[CH:8]=1, predict the reactants needed to synthesize it.